This data is from Peptide-MHC class I binding affinity with 185,985 pairs from IEDB/IMGT. The task is: Regression. Given a peptide amino acid sequence and an MHC pseudo amino acid sequence, predict their binding affinity value. This is MHC class I binding data. (1) The peptide sequence is FPHTELANL. The MHC is HLA-A29:02 with pseudo-sequence HLA-A29:02. The binding affinity (normalized) is 0.0847. (2) The peptide sequence is QENEIYTYF. The MHC is HLA-B40:01 with pseudo-sequence HLA-B40:01. The binding affinity (normalized) is 0.595. (3) The peptide sequence is TSNPKTPKY. The binding affinity (normalized) is 0.0847. The MHC is HLA-B27:05 with pseudo-sequence HLA-B27:05. (4) The peptide sequence is VSIINNAVY. The MHC is HLA-A23:01 with pseudo-sequence HLA-A23:01. The binding affinity (normalized) is 0.0111. (5) The peptide sequence is KPYKEVTEDL. The MHC is HLA-B27:05 with pseudo-sequence HLA-B27:05. The binding affinity (normalized) is 0. (6) The peptide sequence is NDEIMRMCHE. The MHC is H-2-Db with pseudo-sequence H-2-Db. The binding affinity (normalized) is 0.0158.